From a dataset of Full USPTO retrosynthesis dataset with 1.9M reactions from patents (1976-2016). Predict the reactants needed to synthesize the given product. (1) Given the product [CH2:12]([C:11]1[N:22]=[C:21]([S:25][CH3:26])[N:23]=[N:24][C:5]=1[C:6]([O:8][CH2:9][CH3:10])=[O:7])[CH3:13], predict the reactants needed to synthesize it. The reactants are: C(O[C:5](Cl)([C:11](=O)[CH2:12][CH3:13])[C:6]([O:8][CH2:9][CH3:10])=[O:7])(=O)C.C(=O)(O)[O-].[Na+].[C:21](/[S:25][CH3:26])(=[N:23]\[NH2:24])\[NH2:22].I. (2) Given the product [CH3:10][C:6]1[CH:7]=[CH:8][N:9]2[CH:12]=[CH:13][N:1]=[C:2]2[C:3]=1[C:4]#[N:5], predict the reactants needed to synthesize it. The reactants are: [NH2:1][C:2]1[N:9]=[CH:8][CH:7]=[C:6]([CH3:10])[C:3]=1[C:4]#[N:5].Cl[CH2:12][CH:13]=O. (3) Given the product [OH:33][CH2:32][CH2:31][N:30]([CH3:29])[C:26]([CH:24]1[CH2:23][CH2:22][C:21]2[C:14]3[C:13]([NH:12][C:4]4[CH:5]=[C:6]5[C:10](=[CH:11][C:3]=4[O:2][CH3:1])[NH:9][N:8]=[CH:7]5)=[N:18][CH:17]=[N:16][C:15]=3[S:19][C:20]=2[CH2:25]1)=[O:28], predict the reactants needed to synthesize it. The reactants are: [CH3:1][O:2][C:3]1[CH:11]=[C:10]2[C:6]([CH:7]=[N:8][NH:9]2)=[CH:5][C:4]=1[NH:12][C:13]1[C:14]2[C:21]3[CH2:22][CH2:23][CH:24]([C:26]([OH:28])=O)[CH2:25][C:20]=3[S:19][C:15]=2[N:16]=[CH:17][N:18]=1.[CH3:29][NH:30][CH2:31][CH2:32][OH:33].